This data is from Retrosynthesis with 50K atom-mapped reactions and 10 reaction types from USPTO. The task is: Predict the reactants needed to synthesize the given product. (1) Given the product OCC[C@@H]1OCCc2cc(-c3cccnc3)ccc21, predict the reactants needed to synthesize it. The reactants are: CC(C)(C)[Si](C)(C)OCC[C@@H]1OCCc2cc(-c3cccnc3)ccc21. (2) Given the product CCC(=C(c1ccc(OC)cc1)c1ccc(OC)cc1)c1ccc(OCC(=O)O)cc1, predict the reactants needed to synthesize it. The reactants are: CCOC(=O)COc1ccc(C(CC)=C(c2ccc(OC)cc2)c2ccc(OC)cc2)cc1. (3) Given the product Cc1cccc(C(F)(F)F)c1NC(=O)CCl, predict the reactants needed to synthesize it. The reactants are: O=C(CCl)Nc1c(CCl)cccc1C(F)(F)F. (4) Given the product CC(C)(C)[Si](C)(C)Oc1cc(Br)cc(C=O)c1, predict the reactants needed to synthesize it. The reactants are: CC(C)(C)[Si](C)(C)Oc1cc(Br)cc(Br)c1.CN(C)C=O. (5) Given the product CCCCCCCCCCOCC(CN1CCc2ccccc2C1)OS(=O)(=O)O, predict the reactants needed to synthesize it. The reactants are: CCCCCCCCCCOCC(O)CN1CCc2ccccc2C1.O=S(=O)(O)Cl. (6) The reactants are: CC(C)(C)OC(=O)NCC(N)=S.CCOC(=O)C(=O)CBr. Given the product CCOC(=O)c1csc(CNC(=O)OC(C)(C)C)n1, predict the reactants needed to synthesize it. (7) Given the product COC(=O)C(CC1CCCC1)n1ncc(Cc2ccccc2C(F)(F)F)cc1=O, predict the reactants needed to synthesize it. The reactants are: COC(=O)C(Br)CC1CCCC1.O=c1cc(Cc2ccccc2C(F)(F)F)cn[nH]1. (8) Given the product O=c1[nH]c2cc(C(F)(F)F)cc(-c3cc(F)c(F)c(F)c3)c2[nH]1, predict the reactants needed to synthesize it. The reactants are: O=c1[nH]c2cc(C(F)(F)F)cc(Br)c2[nH]1.OB(O)c1cc(F)c(F)c(F)c1. (9) Given the product COc1cc2c(cc1OC)C(NC(=O)Nc1cccc3c1cnn3C(C)=O)CC2, predict the reactants needed to synthesize it. The reactants are: CC(=O)Cl.COc1cc2c(cc1OC)C(NC(=O)Nc1cccc3[nH]ncc13)CC2.